Dataset: Forward reaction prediction with 1.9M reactions from USPTO patents (1976-2016). Task: Predict the product of the given reaction. (1) Given the reactants [C:1]([O:5][C:6]([N:8]1[CH2:26][CH2:25][C:12]2=[C:13]([N:21]3[CH2:24][CH2:23][CH2:22]3)[N:14]3[C:18]([N:19]=[C:11]2[CH2:10][CH2:9]1)=[C:17](I)[CH:16]=[N:15]3)=[O:7])([CH3:4])([CH3:3])[CH3:2].[C:27]([C:29]1[CH:34]=[CH:33][CH:32]=[CH:31][N:30]=1)#[CH:28].C(N(CC)CC)C, predict the reaction product. The product is: [C:1]([O:5][C:6]([N:8]1[CH2:26][CH2:25][C:12]2=[C:13]([N:21]3[CH2:24][CH2:23][CH2:22]3)[N:14]3[C:18]([N:19]=[C:11]2[CH2:10][CH2:9]1)=[C:17]([C:28]#[C:27][C:29]1[CH:34]=[CH:33][CH:32]=[CH:31][N:30]=1)[CH:16]=[N:15]3)=[O:7])([CH3:4])([CH3:3])[CH3:2]. (2) Given the reactants [OH:1][N:2]1[C:7]([CH3:9])([CH3:8])[CH2:6][CH:5]([O:10][C:11](=[O:18])[C:12]2[CH:17]=[CH:16][CH:15]=[CH:14][CH:13]=2)[CH2:4][C:3]1([CH3:20])[CH3:19].[C:21](Cl)(=[O:39])[CH2:22][CH2:23][CH2:24][CH2:25][CH2:26][CH2:27][CH2:28][CH2:29][CH2:30][CH2:31][CH2:32][CH2:33][CH2:34][CH2:35][CH2:36][CH2:37][CH3:38], predict the reaction product. The product is: [C:11]([O:10][CH:5]1[CH2:6][C:7]([CH3:9])([CH3:8])[N:2]([O:1][C:21](=[O:39])[CH2:22][CH2:23][CH2:24][CH2:25][CH2:26][CH2:27][CH2:28][CH2:29][CH2:30][CH2:31][CH2:32][CH2:33][CH2:34][CH2:35][CH2:36][CH2:37][CH3:38])[C:3]([CH3:20])([CH3:19])[CH2:4]1)(=[O:18])[C:12]1[CH:17]=[CH:16][CH:15]=[CH:14][CH:13]=1. (3) Given the reactants [NH2:1][C:2]1[CH:3]=[C:4]([C:8]2[C:16]3[C:11](=[CH:12][CH:13]=[C:14]([C:17]([NH2:19])=[O:18])[CH:15]=3)[N:10](C3CCCCO3)[N:9]=2)[CH:5]=[CH:6][CH:7]=1.[S:26]1[CH:30]=[CH:29][CH:28]=[C:27]1[C:31](O)=[O:32].CCN=C=NCCCN(C)C, predict the reaction product. The product is: [S:26]1[CH:30]=[CH:29][CH:28]=[C:27]1[C:31]([NH:1][C:2]1[CH:3]=[C:4]([C:8]2[C:16]3[C:11](=[CH:12][CH:13]=[C:14]([C:17]([NH2:19])=[O:18])[CH:15]=3)[NH:10][N:9]=2)[CH:5]=[CH:6][CH:7]=1)=[O:32]. (4) Given the reactants [OH-].[Na+].[N:3]1[CH:8]=[CH:7][CH:6]=[N:5][C:4]=1[C:9]1[CH:10]=[C:11]([C:15]([O:17]C)=[O:16])[CH:12]=[N:13][CH:14]=1, predict the reaction product. The product is: [N:3]1[CH:8]=[CH:7][CH:6]=[N:5][C:4]=1[C:9]1[CH:10]=[C:11]([C:15]([OH:17])=[O:16])[CH:12]=[N:13][CH:14]=1.